This data is from Forward reaction prediction with 1.9M reactions from USPTO patents (1976-2016). The task is: Predict the product of the given reaction. (1) Given the reactants [Cl:1][C:2]1[CH:3]=[CH:4][C:5]([C:20]#[N:21])=[C:6]([C:8]2[CH:13]=[CH:12][N:11]([CH:14]([CH3:18])[C:15]([OH:17])=O)[C:10](=[O:19])[CH:9]=2)[CH:7]=1.[NH2:22][C:23]1[CH:28]=[CH:27][C:26]([C:29]2[N:33]([C:34]([O:36][C:37]([CH3:40])([CH3:39])[CH3:38])=[O:35])[NH:32][C:31](=[O:41])[CH:30]=2)=[CH:25][CH:24]=1, predict the reaction product. The product is: [Cl:1][C:2]1[CH:3]=[CH:4][C:5]([C:20]#[N:21])=[C:6]([C:8]2[CH:13]=[CH:12][N:11]([CH:14]([CH3:18])[C:15]([NH:22][C:23]3[CH:28]=[CH:27][C:26]([C:29]4[N:33]([C:34]([O:36][C:37]([CH3:39])([CH3:38])[CH3:40])=[O:35])[NH:32][C:31](=[O:41])[CH:30]=4)=[CH:25][CH:24]=3)=[O:17])[C:10](=[O:19])[CH:9]=2)[CH:7]=1. (2) Given the reactants [CH3:1][C:2]1[CH:9]=[CH:8][C:5]([C:6]#[N:7])=[CH:4][C:3]=1[N+:10]([O-:12])=[O:11].[Br:13]N1C(=O)CCC1=O.N(C(C)(C)C#N)=NC(C)(C)C#N.O, predict the reaction product. The product is: [Br:13][CH2:1][C:2]1[CH:9]=[CH:8][C:5]([C:6]#[N:7])=[CH:4][C:3]=1[N+:10]([O-:12])=[O:11]. (3) Given the reactants Cl[C:2]1[N:7]=[C:6]([NH:8][C:9]2[CH:10]=[C:11]([N:15]([CH3:20])[C:16](=[O:19])[CH:17]=[CH2:18])[CH:12]=[CH:13][CH:14]=2)[C:5]([N+:21]([O-:23])=[O:22])=[CH:4][N:3]=1.[CH3:24][O:25][CH2:26][CH2:27][O:28][C:29]1[CH:35]=[CH:34][C:32]([NH2:33])=[CH:31][CH:30]=1, predict the reaction product. The product is: [CH3:24][O:25][CH2:26][CH2:27][O:28][C:29]1[CH:35]=[CH:34][C:32]([NH:33][C:2]2[N:7]=[C:6]([NH:8][C:9]3[CH:10]=[C:11]([N:15]([CH3:20])[C:16](=[O:19])[CH:17]=[CH2:18])[CH:12]=[CH:13][CH:14]=3)[C:5]([N+:21]([O-:23])=[O:22])=[CH:4][N:3]=2)=[CH:31][CH:30]=1. (4) The product is: [S:1]1[C:5]2[CH:6]=[CH:7][CH:8]=[CH:9][C:4]=2[C:3]([N:10]2[CH2:15][CH2:14][N:13]([CH2:16][CH2:17][C:18]3[CH:19]=[C:20]4[C:24](=[CH:25][CH:26]=3)[C:23]([CH3:28])([CH3:27])[CH:22]([NH:29][CH2:30][CH3:31])[CH2:21]4)[CH2:12][CH2:11]2)=[N:2]1. Given the reactants [S:1]1[C:5]2[CH:6]=[CH:7][CH:8]=[CH:9][C:4]=2[C:3]([N:10]2[CH2:15][CH2:14][N:13]([CH2:16][CH2:17][C:18]3[CH:19]=[C:20]4[C:24](=[CH:25][CH:26]=3)[C:23]([CH3:28])([CH3:27])[CH:22]([NH:29][C:30](=O)[CH3:31])[CH2:21]4)[CH2:12][CH2:11]2)=[N:2]1, predict the reaction product. (5) Given the reactants [Cl:1][C:2]1[CH:7]=[C:6]2[NH:8][C:9](=[O:40])[C:10]3([CH:15]([C:16]4[CH:21]=[C:20]([Cl:22])[CH:19]=[CH:18][C:17]=4[O:23][C:24]([C:27]([O:29][CH3:30])=[O:28])([CH3:26])[CH3:25])[CH2:14][C:13](=O)[NH:12][CH:11]3[C:32]3[CH:37]=[C:36]([F:38])[CH:35]=[CH:34][C:33]=3[CH3:39])[C:5]2=[CH:4][CH:3]=1.P12(SP3(SP(SP(S3)(S1)=S)(=S)S2)=S)=[S:42], predict the reaction product. The product is: [Cl:1][C:2]1[CH:7]=[C:6]2[NH:8][C:9](=[O:40])[C:10]3([CH:15]([C:16]4[CH:21]=[C:20]([Cl:22])[CH:19]=[CH:18][C:17]=4[O:23][C:24]([C:27]([O:29][CH3:30])=[O:28])([CH3:26])[CH3:25])[CH2:14][C:13](=[S:42])[NH:12][CH:11]3[C:32]3[CH:37]=[C:36]([F:38])[CH:35]=[CH:34][C:33]=3[CH3:39])[C:5]2=[CH:4][CH:3]=1. (6) Given the reactants [Cl:1][CH2:2][CH2:3][CH2:4][CH2:5][N:6]1[C:10]2[C:11](=O)[CH2:12][N:13]([CH3:17])[S:14](=[O:16])(=[O:15])[C:9]=2[CH:8]=[CH:7]1.Cl.[NH2:20][OH:21].C([O-])(=O)C.[Na+], predict the reaction product. The product is: [Cl:1][CH2:2][CH2:3][CH2:4][CH2:5][N:6]1[C:10]2[C:11](=[N:20][OH:21])[CH2:12][N:13]([CH3:17])[S:14](=[O:16])(=[O:15])[C:9]=2[CH:8]=[CH:7]1. (7) Given the reactants C([O:8][C:9]([CH3:38])([CH3:37])[CH2:10][O:11][C:12]1[C:17]([NH:18][C:19]([C:21]2[C:25]3[C:26](=[O:30])[NH:27][CH2:28][CH2:29][C:24]=3[O:23][CH:22]=2)=[O:20])=[CH:16][CH:15]=[C:14]([N:31]2[CH2:36][CH2:35][O:34][CH2:33][CH2:32]2)[N:13]=1)C1C=CC=CC=1.C(N1CCN(C2N=C(OCC)C(NC(C3C4C(=O)N(CCOCC5C=CC=CC=5)CCC=4OC=3)=O)=CC=2)CC1)(=O)C, predict the reaction product. The product is: [OH:8][C:9]([CH3:38])([CH3:37])[CH2:10][O:11][C:12]1[C:17]([NH:18][C:19]([C:21]2[C:25]3[C:26](=[O:30])[NH:27][CH2:28][CH2:29][C:24]=3[O:23][CH:22]=2)=[O:20])=[CH:16][CH:15]=[C:14]([N:31]2[CH2:36][CH2:35][O:34][CH2:33][CH2:32]2)[N:13]=1. (8) Given the reactants [CH3:1][O:2][C:3]1[CH:4]=[C:5]2[C:14](=[CH:15][CH:16]=1)[CH:13]([CH2:17][OH:18])[CH:12]([C:19]1[CH:24]=[CH:23][C:22]([O:25][CH3:26])=[CH:21][CH:20]=1)[CH:11]1[CH:6]2[CH2:7][CH2:8][CH2:9][CH2:10]1.[H-].[Na+].[CH3:29]I, predict the reaction product. The product is: [CH3:1][O:2][C:3]1[CH:4]=[C:5]2[C:14](=[CH:15][CH:16]=1)[CH:13]([CH2:17][O:18][CH3:29])[CH:12]([C:19]1[CH:24]=[CH:23][C:22]([O:25][CH3:26])=[CH:21][CH:20]=1)[CH:11]1[CH:6]2[CH2:7][CH2:8][CH2:9][CH2:10]1. (9) Given the reactants [Cl:1][C:2]1[C:34]([CH3:35])=[CH:33][C:5]([O:6][CH2:7][CH2:8][CH2:9][C:10]2[C:18]3[C:13](=[C:14](B4OC(C)(C)C(C)(C)O4)[CH:15]=[CH:16][CH:17]=3)[NH:12][C:11]=2[C:28]([O:30][CH2:31][CH3:32])=[O:29])=[CH:4][C:3]=1[CH3:36].Br[C:38]1[CH:39]=[N:40][CH:41]=[CH:42][C:43]=1[C:44]([F:47])([F:46])[F:45], predict the reaction product. The product is: [Cl:1][C:2]1[C:34]([CH3:35])=[CH:33][C:5]([O:6][CH2:7][CH2:8][CH2:9][C:10]2[C:18]3[C:13](=[C:14]([C:38]4[CH:39]=[N:40][CH:41]=[CH:42][C:43]=4[C:44]([F:47])([F:46])[F:45])[CH:15]=[CH:16][CH:17]=3)[NH:12][C:11]=2[C:28]([O:30][CH2:31][CH3:32])=[O:29])=[CH:4][C:3]=1[CH3:36]. (10) Given the reactants [NH2:1][C:2]1[CH:23]=[CH:22][C:5]([O:6][C:7]2[CH:12]=[CH:11][N:10]=[C:9]([NH2:13])[C:8]=2[C:14]#[C:15][C:16]2[CH:21]=[CH:20][CH:19]=[CH:18][N:17]=2)=[C:4]([F:24])[CH:3]=1.[F:25][C:26]1[CH:31]=[CH:30][C:29]([CH2:32][C:33]([N:35]=[C:36]=[O:37])=[O:34])=[CH:28][CH:27]=1.COC1C=CC(CNC2N=CN=C(OC3C=CC(NC(NC(=O)CC4C=CC(F)=CC=4)=O)=CC=3F)C=2)=CC=1.C(O)(C(F)(F)F)=O.[ClH:83], predict the reaction product. The product is: [ClH:83].[ClH:83].[NH2:13][C:9]1[C:8]([C:14]#[C:15][C:16]2[CH:21]=[CH:20][CH:19]=[CH:18][N:17]=2)=[C:7]([O:6][C:5]2[CH:22]=[CH:23][C:2]([NH:1][C:36]([NH:35][C:33](=[O:34])[CH2:32][C:29]3[CH:30]=[CH:31][C:26]([F:25])=[CH:27][CH:28]=3)=[O:37])=[CH:3][C:4]=2[F:24])[CH:12]=[CH:11][N:10]=1.